From a dataset of Reaction yield outcomes from USPTO patents with 853,638 reactions. Predict the reaction yield, written as a fraction of the theoretical maximum amount of product (1.0 means a 100% yield; for example, 0.34 means a 34% yield). (1) The reactants are [OH:1][C:2]1[CH:9]=[CH:8][C:5]([CH:6]=[O:7])=[CH:4][CH:3]=1.[Cl:10][C:11]1[CH:12]=[C:13]([CH:16]=[CH:17][C:18]=1F)[C:14]#[N:15].C(=O)([O-])[O-].[Cs+].[Cs+].CC(N(C)C)=O. The catalyst is O. The product is [Cl:10][C:11]1[CH:12]=[C:13]([CH:16]=[CH:17][C:18]=1[O:1][C:2]1[CH:9]=[CH:8][C:5]([CH:6]=[O:7])=[CH:4][CH:3]=1)[C:14]#[N:15]. The yield is 0.950. (2) The reactants are C([O:3][C:4]([C:6]1[NH:7][C:8]2[C:13]([C:14]=1[NH:15][C:16](=[O:25])[C:17]1[CH:22]=[CH:21][C:20]([O:23][CH3:24])=[CH:19][CH:18]=1)=[CH:12][CH:11]=[CH:10][CH:9]=2)=[O:5])C.[OH-].[Na+]. The catalyst is O1CCCC1.O. The product is [CH3:24][O:23][C:20]1[CH:19]=[CH:18][C:17]([C:16]([NH:15][C:14]2[C:13]3[C:8](=[CH:9][CH:10]=[CH:11][CH:12]=3)[NH:7][C:6]=2[C:4]([OH:5])=[O:3])=[O:25])=[CH:22][CH:21]=1. The yield is 0.680. (3) The reactants are Cl[C:2]1[N:11]=[C:10]([N:12]2[CH2:17][CH2:16][O:15][CH2:14][CH2:13]2)[C:9]2[C:4](=[CH:5][C:6]([C:18]3[CH:19]=[N:20][CH:21]=[N:22][CH:23]=3)=[CH:7][CH:8]=2)[N:3]=1.[CH3:24][N:25]([CH3:53])[C:26](=[O:52])[C:27]1[CH:32]=[CH:31][C:30]([NH:33][C:34]([NH:36][C:37]2[CH:42]=[CH:41][C:40](B3OC(C)(C)C(C)(C)O3)=[CH:39][CH:38]=2)=[O:35])=[CH:29][CH:28]=1.C(=O)([O-])[O-].[Cs+].[Cs+].CN(C=O)C. The catalyst is Cl[Pd](Cl)([P](C1C=CC=CC=1)(C1C=CC=CC=1)C1C=CC=CC=1)[P](C1C=CC=CC=1)(C1C=CC=CC=1)C1C=CC=CC=1.O. The product is [CH3:24][N:25]([CH3:53])[C:26](=[O:52])[C:27]1[CH:32]=[CH:31][C:30]([NH:33][C:34]([NH:36][C:37]2[CH:38]=[CH:39][C:40]([C:2]3[N:11]=[C:10]([N:12]4[CH2:17][CH2:16][O:15][CH2:14][CH2:13]4)[C:9]4[C:4](=[CH:5][C:6]([C:18]5[CH:19]=[N:20][CH:21]=[N:22][CH:23]=5)=[CH:7][CH:8]=4)[N:3]=3)=[CH:41][CH:42]=2)=[O:35])=[CH:29][CH:28]=1. The yield is 0.110. (4) The reactants are [F:1][C:2]1[CH:3]=[C:4]2[C:8](=[CH:9][CH:10]=1)[NH:7][C:6](=[O:11])/[C:5]/2=[CH:12]\[C:13]1[NH:17][C:16]([CH3:18])=[C:15]([C:19]([OH:21])=O)[C:14]=1[CH3:22].CN(C)C=O.F[P-](F)(F)(F)(F)F.N1(O[P+](N(C)C)(N(C)C)N(C)C)C2C=CC=CC=2N=N1.[NH2:55][CH2:56][CH2:57][N:58]1[CH2:62][CH2:61][CH2:60][CH2:59]1. The catalyst is C(N(CC)CC)C. The product is [N:58]1([CH2:57][CH2:56][NH:55][C:19]([C:15]2[C:14]([CH3:22])=[C:13](/[CH:12]=[C:5]3\[C:6](=[O:11])[NH:7][C:8]4[C:4]\3=[CH:3][C:2]([F:1])=[CH:10][CH:9]=4)[NH:17][C:16]=2[CH3:18])=[O:21])[CH2:62][CH2:61][CH2:60][CH2:59]1. The yield is 0.770. (5) The reactants are [C:1]([CH2:5][C:6]([O:8][CH2:9][CH3:10])=[O:7])(=[O:4])[CH2:2][CH3:3].S(Cl)([Cl:14])(=O)=O. The catalyst is C(Cl)(Cl)Cl. The product is [Cl:14][CH:5]([C:1](=[O:4])[CH2:2][CH3:3])[C:6]([O:8][CH2:9][CH3:10])=[O:7]. The yield is 0.800.